Dataset: Catalyst prediction with 721,799 reactions and 888 catalyst types from USPTO. Task: Predict which catalyst facilitates the given reaction. (1) Reactant: FC(F)(F)C(O)=O.[NH2:8][C@@H:9]([C:11]1[N:12]([S:19]([C:22]2[CH:28]=[CH:27][C:25]([CH3:26])=[CH:24][CH:23]=2)(=[O:21])=[O:20])[CH:13]=[CH:14][C:15]=1[C:16](O)=[O:17])[CH3:10].CCN(C(C)C)C(C)C.CCCP1(OP(CCC)(=O)OP(CCC)(=O)O1)=O.C([O-])(O)=O.[Na+]. Product: [CH3:10][C@@H:9]1[C:11]2[N:12]([S:19]([C:22]3[CH:28]=[CH:27][C:25]([CH3:26])=[CH:24][CH:23]=3)(=[O:21])=[O:20])[CH:13]=[CH:14][C:15]=2[C:16](=[O:17])[NH:8]1. The catalyst class is: 25. (2) Reactant: [NH:1]1[C:5]2[CH:6]=[CH:7][CH:8]=[CH:9][C:4]=2[N:3]=[C:2]1[CH2:10][N:11]1[CH2:17][C:16]2[CH:18]=[CH:19][C:20]([C:22]([O:24]C)=O)=[CH:21][C:15]=2[O:14][CH2:13][CH2:12]1.[NH2:26][OH:27].[OH-].[Na+]. Product: [NH:3]1[C:4]2[CH:9]=[CH:8][CH:7]=[CH:6][C:5]=2[N:1]=[C:2]1[CH2:10][N:11]1[CH2:17][C:16]2[CH:18]=[CH:19][C:20]([C:22]([NH:26][OH:27])=[O:24])=[CH:21][C:15]=2[O:14][CH2:13][CH2:12]1. The catalyst class is: 36.